This data is from Forward reaction prediction with 1.9M reactions from USPTO patents (1976-2016). The task is: Predict the product of the given reaction. Given the reactants C[O:2][C:3](=[O:46])[CH2:4][C@H:5]([OH:45])[CH2:6][C@H:7]([OH:44])[CH:8]=[CH:9][C:10]1[N:11]([CH:41]([CH3:43])[CH3:42])[C:12]([C:28](=[O:40])[NH:29][C:30]2[CH:35]=[CH:34][CH:33]=[C:32]([S:36](=[O:39])(=[O:38])[NH2:37])[CH:31]=2)=[C:13]([C:22]2[CH:27]=[CH:26][CH:25]=[CH:24][CH:23]=2)[C:14]=1[C:15]1[CH:20]=[CH:19][C:18]([F:21])=[CH:17][CH:16]=1.C(O)C.O.[OH-].[Na+:52], predict the reaction product. The product is: [Na+:52].[F:21][C:18]1[CH:17]=[CH:16][C:15]([C:14]2[C:13]([C:22]3[CH:23]=[CH:24][CH:25]=[CH:26][CH:27]=3)=[C:12]([C:28](=[O:40])[NH:29][C:30]3[CH:35]=[CH:34][CH:33]=[C:32]([S:36](=[O:38])(=[O:39])[NH2:37])[CH:31]=3)[N:11]([CH:41]([CH3:42])[CH3:43])[C:10]=2[CH:9]=[CH:8][C@@H:7]([OH:44])[CH2:6][C@@H:5]([OH:45])[CH2:4][C:3]([O-:46])=[O:2])=[CH:20][CH:19]=1.